Dataset: Forward reaction prediction with 1.9M reactions from USPTO patents (1976-2016). Task: Predict the product of the given reaction. (1) Given the reactants N(C([C:6]1[C:7]([F:27])=[C:8]([CH:23]=[CH:24][C:25]=1[F:26])[CH2:9][N:10]1[CH2:15][CH2:14][N:13]([C:16]([O:18][C:19]([CH3:22])([CH3:21])[CH3:20])=[O:17])[CH2:12][CH2:11]1)=O)=[N+]=[N-].[CH3:28][C:29]1[N:34]=[CH:33][C:32]([NH2:35])=[CH:31][CH:30]=1.C[N:37]([CH:39]=[O:40])C, predict the reaction product. The product is: [F:27][C:7]1[C:6]([NH:37][C:39]([NH:35][C:32]2[CH:33]=[N:34][C:29]([CH3:28])=[CH:30][CH:31]=2)=[O:40])=[C:25]([F:26])[CH:24]=[CH:23][C:8]=1[CH2:9][N:10]1[CH2:15][CH2:14][N:13]([C:16]([O:18][C:19]([CH3:22])([CH3:20])[CH3:21])=[O:17])[CH2:12][CH2:11]1. (2) Given the reactants [CH3:1][CH:2]1[CH2:7][N:6]([C:8]2[N:12]([CH2:13][C:14]([F:17])([F:16])[F:15])[N:11]=[CH:10][C:9]=2[N+:18]([O-])=O)[CH2:5][CH2:4][N:3]1[C:21]([O:23][C:24]([CH3:27])([CH3:26])[CH3:25])=[O:22].[NH4+].[Cl-], predict the reaction product. The product is: [NH2:18][C:9]1[CH:10]=[N:11][N:12]([CH2:13][C:14]([F:16])([F:17])[F:15])[C:8]=1[N:6]1[CH2:5][CH2:4][N:3]([C:21]([O:23][C:24]([CH3:27])([CH3:25])[CH3:26])=[O:22])[CH:2]([CH3:1])[CH2:7]1. (3) Given the reactants [CH3:1][N:2]1[C:7](=[O:8])[C:6]2=[CH:9][N:10]([CH2:12][C:13]3[CH:18]=[CH:17][C:16]([S:19]([NH2:22])(=[O:21])=[O:20])=[CH:15][CH:14]=3)[N:11]=[C:5]2[N:4]([CH2:23][C:24]([CH3:27])([CH3:26])[CH3:25])[C:3]1=[O:28].[Cl:29]C(Cl)(Cl)C(Cl)(Cl)Cl.[Li+].C[Si]([N-][Si](C)(C)C)(C)C.C1COCC1, predict the reaction product. The product is: [Cl:29][C:9]1[N:10]([CH2:12][C:13]2[CH:14]=[CH:15][C:16]([S:19]([NH2:22])(=[O:21])=[O:20])=[CH:17][CH:18]=2)[N:11]=[C:5]2[C:6]=1[C:7](=[O:8])[N:2]([CH3:1])[C:3](=[O:28])[N:4]2[CH2:23][C:24]([CH3:25])([CH3:27])[CH3:26]. (4) The product is: [CH2:22]([N:29]1[CH2:34][CH2:33][N:32]([C:19]([C:11]2[N:10]=[CH:9][N:8]([C@H:3]3[CH2:4][CH2:5][CH2:6][CH2:7][C@H:2]3[OH:1])[C:12]=2[C:13]2[CH:18]=[CH:17][CH:16]=[CH:15][CH:14]=2)=[O:20])[C@H:31](/[CH:35]=[CH:36]/[CH:37]2[CH2:39][CH2:38]2)[CH2:30]1)[C:23]1[CH:24]=[CH:25][CH:26]=[CH:27][CH:28]=1. Given the reactants [OH:1][C@@H:2]1[CH2:7][CH2:6][CH2:5][CH2:4][C@@H:3]1[N:8]1[C:12]([C:13]2[CH:18]=[CH:17][CH:16]=[CH:15][CH:14]=2)=[C:11]([C:19](O)=[O:20])[N:10]=[CH:9]1.[CH2:22]([N:29]1[CH2:34][CH2:33][NH:32][C@H:31](/[CH:35]=[CH:36]/[CH:37]2[CH2:39][CH2:38]2)[CH2:30]1)[C:23]1[CH:28]=[CH:27][CH:26]=[CH:25][CH:24]=1.CCN=C=NCCCN(C)C.Cl.C1C=CC2N(O)N=NC=2C=1.C(N(CC)C(C)C)(C)C.C(=O)([O-])O.[Na+], predict the reaction product. (5) Given the reactants [I-].[CH3:2][S+](C)(C)=O.[H-].[Na+].[F:9][C:10]([F:25])([F:24])[C:11]1[CH:16]=[CH:15][C:14]([N:17]2[CH2:22][CH2:21][C:20](=[O:23])[CH2:19][CH2:18]2)=[CH:13][CH:12]=1, predict the reaction product. The product is: [F:25][C:10]([F:9])([F:24])[C:11]1[CH:12]=[CH:13][C:14]([N:17]2[CH2:22][CH2:21][C:20]3([O:23][CH2:2]3)[CH2:19][CH2:18]2)=[CH:15][CH:16]=1.